Predict the reactants needed to synthesize the given product. From a dataset of Retrosynthesis with 50K atom-mapped reactions and 10 reaction types from USPTO. (1) Given the product CCCCCCCCNc1ccc(CC(OC)OC)cc1, predict the reactants needed to synthesize it. The reactants are: CCCCCCCC(=O)Nc1ccc(CC(OC)OC)cc1. (2) Given the product COc1cccc(NC(=O)c2cccc(C)c2O)n1, predict the reactants needed to synthesize it. The reactants are: COc1cccc(N)n1.Cc1cccc(C(=O)O)c1O. (3) Given the product CC(C)(C)OC(=O)N1CCCC1C(=O)O, predict the reactants needed to synthesize it. The reactants are: CC(C)(C)OC(=O)OC(=O)OC(C)(C)C.O=C(O)C1CCCN1.